This data is from Forward reaction prediction with 1.9M reactions from USPTO patents (1976-2016). The task is: Predict the product of the given reaction. (1) Given the reactants [N:1]1([C:7](=[O:15])[CH2:8][N:9]2[CH2:14][CH2:13][NH:12][CH2:11][CH2:10]2)[CH2:6][CH2:5][O:4][CH2:3][CH2:2]1.C(=O)(O)[O-].[Na+].[C:21](Cl)([Cl:23])=[O:22], predict the reaction product. The product is: [N:1]1([C:7](=[O:15])[CH2:8][N:9]2[CH2:10][CH2:11][N:12]([C:21]([Cl:23])=[O:22])[CH2:13][CH2:14]2)[CH2:2][CH2:3][O:4][CH2:5][CH2:6]1. (2) Given the reactants C1C=C(Cl)C=C(C(OO)=[O:9])C=1.[CH3:12][O:13][C:14]1[CH:15]=[C:16]([S:23][CH2:24][CH2:25][O:26][CH2:27][CH2:28][O:29][CH2:30][CH2:31][O:32][CH3:33])[CH:17]=[C:18]([N+:20]([O-:22])=[O:21])[CH:19]=1, predict the reaction product. The product is: [CH3:12][O:13][C:14]1[CH:19]=[C:18]([N+:20]([O-:22])=[O:21])[CH:17]=[C:16]([S:23]([CH2:24][CH2:25][O:26][CH2:27][CH2:28][O:29][CH2:30][CH2:31][O:32][CH3:33])=[O:9])[CH:15]=1.